Dataset: Reaction yield outcomes from USPTO patents with 853,638 reactions. Task: Predict the reaction yield, written as a fraction of the theoretical maximum amount of product (1.0 means a 100% yield; for example, 0.34 means a 34% yield). (1) The reactants are [OH:1][CH2:2][C:3]1[CH:10]=[C:9]([CH3:11])[C:6]([C:7]#[N:8])=[C:5]([O:12][CH3:13])[N:4]=1. The product is [NH2:8][CH2:7][C:6]1[C:9]([CH3:11])=[CH:10][C:3]([CH2:2][OH:1])=[N:4][C:5]=1[O:12][CH3:13]. The yield is 0.587. The catalyst is CC(O)=O.C(O)C.[Ni]. (2) The reactants are [O:1]=[C:2]([N:12]1[CH2:15][CH:14]([O:16][CH2:17][C:18]2[CH:23]=[CH:22][N:21]=[CH:20][CH:19]=2)[CH2:13]1)/[CH:3]=[CH:4]/[C:5]1[CH:6]=[CH:7][C:8]([NH2:11])=[N:9][CH:10]=1.[C:24](OC(=O)C)(=[O:26])[CH3:25].C([O-])(O)=O.[Na+]. The catalyst is C1COCC1. The product is [O:1]=[C:2]([N:12]1[CH2:13][CH:14]([O:16][CH2:17][C:18]2[CH:19]=[CH:20][N:21]=[CH:22][CH:23]=2)[CH2:15]1)/[CH:3]=[CH:4]/[C:5]1[CH:6]=[CH:7][C:8]([NH:11][C:24](=[O:26])[CH3:25])=[N:9][CH:10]=1. The yield is 0.120. (3) The reactants are [OH:1][CH:2]([C:6]1[CH:11]=[CH:10][C:9]([C:12]2[N:16]=[C:15]([C:17]3[O:21][N:20]=[C:19]([C:22]4[CH:27]=[CH:26][CH:25]=[CH:24][CH:23]=4)[C:18]=3[C:28]([F:31])([F:30])[F:29])[O:14][N:13]=2)=[CH:8][CH:7]=1)[C:3](O)=[O:4].[O:32]1[CH:36]=[CH:35][N:34]=[C:33]1[CH2:37][NH2:38].CN1CCOCC1.CN(C(ON1N=NC2C=CC=NC1=2)=[N+](C)C)C.F[P-](F)(F)(F)(F)F. The catalyst is CN(C=O)C. The product is [OH:1][CH:2]([C:6]1[CH:11]=[CH:10][C:9]([C:12]2[N:16]=[C:15]([C:17]3[O:21][N:20]=[C:19]([C:22]4[CH:27]=[CH:26][CH:25]=[CH:24][CH:23]=4)[C:18]=3[C:28]([F:29])([F:31])[F:30])[O:14][N:13]=2)=[CH:8][CH:7]=1)[C:3]([NH:38][CH2:37][C:33]1[O:32][CH:36]=[CH:35][N:34]=1)=[O:4]. The yield is 0.156. (4) The reactants are [CH3:1][C:2]1[CH:3]=[C:4]([C:19]2[S:23][C:22]([CH2:24]O)=[N:21][CH:20]=2)[CH:5]=[C:6]([NH:8][C:9]2[N:14]=[C:13]([C:15]([F:18])([F:17])[F:16])[CH:12]=[CH:11][N:10]=2)[CH:7]=1.C1(P(C2C=CC=CC=2)C2C=CC=CC=2)C=CC=CC=1.C1C(=O)N([Br:52])C(=O)C1. The catalyst is ClCCl. The product is [Br:52][CH2:24][C:22]1[S:23][C:19]([C:4]2[CH:5]=[C:6]([NH:8][C:9]3[N:14]=[C:13]([C:15]([F:18])([F:17])[F:16])[CH:12]=[CH:11][N:10]=3)[CH:7]=[C:2]([CH3:1])[CH:3]=2)=[CH:20][N:21]=1. The yield is 0.490. (5) The reactants are [N:1]1[C:10]2[C:5](=[CH:6][CH:7]=[CH:8][CH:9]=2)[CH:4]=[CH:3][C:2]=1[CH2:11][O:12][C:13]1[CH:18]=[CH:17][C:16]([CH2:19][C:20](Cl)=[O:21])=[CH:15][CH:14]=1.[C:23]1([O:29][CH3:30])[CH:28]=[CH:27][CH:26]=[CH:25][CH:24]=1. No catalyst specified. The product is [CH3:30][O:29][C:23]1[CH:28]=[CH:27][C:26]([C:20](=[O:21])[CH2:19][C:16]2[CH:17]=[CH:18][C:13]([O:12][CH2:11][C:2]3[CH:3]=[CH:4][C:5]4[C:10](=[CH:9][CH:8]=[CH:7][CH:6]=4)[N:1]=3)=[CH:14][CH:15]=2)=[CH:25][CH:24]=1. The yield is 0.900. (6) The reactants are [Br:1][C:2]1[C:3]([NH:9][CH:10]2[CH2:14][CH2:13][CH2:12][CH2:11]2)=[N:4][C:5](Cl)=[N:6][CH:7]=1.[NH4+:15].[OH-].C(O)(C)C. No catalyst specified. The product is [Br:1][C:2]1[C:3]([NH:9][CH:10]2[CH2:14][CH2:13][CH2:12][CH2:11]2)=[N:4][C:5]([NH2:15])=[N:6][CH:7]=1. The yield is 0.660. (7) The reactants are [CH3:1][O:2][C:3]1[CH:4]=[C:5]2[O:9][C:8]([C:10]3[N:11]=[C:12]4[N:16]([CH:17]=3)[N:15]=[C:14]([O:18][CH3:19])[S:13]4)=[CH:7][C:6]2=[C:20]([OH:22])[CH:21]=1.Br[CH2:24][C:25]1[S:26][CH:27]=[C:28]([C:30]2[CH:35]=[CH:34][CH:33]=[CH:32][CH:31]=2)[N:29]=1.C(=O)([O-])[O-].[K+].[K+]. The catalyst is CN(C)C=O. The product is [CH3:19][O:18][C:14]1[S:13][C:12]2=[N:11][C:10]([C:8]3[O:9][C:5]4[CH:4]=[C:3]([O:2][CH3:1])[CH:21]=[C:20]([O:22][CH2:24][C:25]5[S:26][CH:27]=[C:28]([C:30]6[CH:31]=[CH:32][CH:33]=[CH:34][CH:35]=6)[N:29]=5)[C:6]=4[CH:7]=3)=[CH:17][N:16]2[N:15]=1. The yield is 0.940.